Dataset: Merck oncology drug combination screen with 23,052 pairs across 39 cell lines. Task: Regression. Given two drug SMILES strings and cell line genomic features, predict the synergy score measuring deviation from expected non-interaction effect. (1) Drug 1: Cc1nc(Nc2ncc(C(=O)Nc3c(C)cccc3Cl)s2)cc(N2CCN(CCO)CC2)n1. Synergy scores: synergy=29.8. Cell line: VCAP. Drug 2: CCc1cnn2c(NCc3ccc[n+]([O-])c3)cc(N3CCCCC3CCO)nc12. (2) Drug 1: CCN(CC)CCNC(=O)c1c(C)[nH]c(C=C2C(=O)Nc3ccc(F)cc32)c1C. Drug 2: O=C(O)C1(Cc2cccc(Nc3nccs3)n2)CCC(Oc2cccc(Cl)c2F)CC1. Cell line: LOVO. Synergy scores: synergy=1.27. (3) Drug 1: COC12C(COC(N)=O)C3=C(C(=O)C(C)=C(N)C3=O)N1CC1NC12. Drug 2: COC1=C2CC(C)CC(OC)C(O)C(C)C=C(C)C(OC(N)=O)C(OC)C=CC=C(C)C(=O)NC(=CC1=O)C2=O. Cell line: SW837. Synergy scores: synergy=9.59. (4) Drug 1: Nc1ccn(C2OC(CO)C(O)C2(F)F)c(=O)n1. Drug 2: Cn1c(=O)n(-c2ccc(C(C)(C)C#N)cc2)c2c3cc(-c4cnc5ccccc5c4)ccc3ncc21. Cell line: MSTO. Synergy scores: synergy=8.02.